This data is from Full USPTO retrosynthesis dataset with 1.9M reactions from patents (1976-2016). The task is: Predict the reactants needed to synthesize the given product. (1) Given the product [CH3:38][O:37][C:34](=[O:36])[C:2]1[CH:3]=[C:4]([Cl:31])[C:5]([O:6][C:7]2[C:12]([C:13]([N:15]3[C:24]4[C:19](=[CH:20][CH:21]=[CH:22][CH:23]=4)[N:18]([CH:25]4[CH2:27][CH2:26]4)[CH2:17][CH2:16]3)=[O:14])=[CH:11][CH:10]=[CH:9][N:8]=2)=[CH:28][C:29]=1[Cl:30], predict the reactants needed to synthesize it. The reactants are: Br[C:2]1[C:29]([Cl:30])=[CH:28][C:5]([O:6][C:7]2[C:12]([C:13]([N:15]3[C:24]4[C:19](=[CH:20][CH:21]=[CH:22][CH:23]=4)[N:18]([CH:25]4[CH2:27][CH2:26]4)[CH2:17][CH2:16]3)=[O:14])=[CH:11][CH:10]=[CH:9][N:8]=2)=[C:4]([Cl:31])[CH:3]=1.CO.[C:34]([O:37][CH2:38]C)(=[O:36])C. (2) Given the product [ClH:32].[Cl:32][C:27]1[CH:26]=[C:25]([C@@H:21]2[O:22][CH2:23][CH2:24][NH:19][CH2:20]2)[CH:30]=[CH:29][C:28]=1[NH:31][C:9](=[O:11])[C:6]1[CH:5]=[CH:4][C:3]([C:1]#[N:2])=[CH:8][N:7]=1, predict the reactants needed to synthesize it. The reactants are: [C:1]([C:3]1[CH:4]=[CH:5][C:6]([C:9]([OH:11])=O)=[N:7][CH:8]=1)#[N:2].C(OC([N:19]1[CH2:24][CH2:23][O:22][C@@H:21]([C:25]2[CH:30]=[CH:29][C:28]([NH2:31])=[C:27]([Cl:32])[CH:26]=2)[CH2:20]1)=O)(C)(C)C. (3) Given the product [Cl:1][C:2]1[C:3](=[O:14])[N:24]([CH2:23][C:22]2[CH:25]=[CH:26][C:19]([N:18]([CH3:27])[CH3:17])=[CH:20][CH:21]=2)[C:5](=[O:13])[C:6]=1[C:7]1[CH:8]=[CH:9][CH:10]=[CH:11][CH:12]=1, predict the reactants needed to synthesize it. The reactants are: [Cl:1][C:2]1[C:3](=[O:14])O[C:5](=[O:13])[C:6]=1[C:7]1[CH:12]=[CH:11][CH:10]=[CH:9][CH:8]=1.Cl.Cl.[CH3:17][N:18]([CH3:27])[C:19]1[CH:26]=[CH:25][C:22]([CH2:23][NH2:24])=[CH:21][CH:20]=1.C(N(CC)CC)C.